The task is: Predict the reaction yield, written as a fraction of the theoretical maximum amount of product (1.0 means a 100% yield; for example, 0.34 means a 34% yield).. This data is from Reaction yield outcomes from USPTO patents with 853,638 reactions. The reactants are [C:9](O[C:9]([O:11][C:12]([CH3:15])([CH3:14])[CH3:13])=[O:10])([O:11][C:12]([CH3:15])([CH3:14])[CH3:13])=[O:10].[NH2:16][C:17]1[CH:25]=[CH:24][C:20]([CH2:21][CH2:22][OH:23])=[CH:19][CH:18]=1. The catalyst is C1COCC1. The product is [C:12]([O:11][C:9](=[O:10])[NH:16][C:17]1[CH:25]=[CH:24][C:20]([CH2:21][CH2:22][OH:23])=[CH:19][CH:18]=1)([CH3:13])([CH3:14])[CH3:15]. The yield is 0.940.